Regression. Given a peptide amino acid sequence and an MHC pseudo amino acid sequence, predict their binding affinity value. This is MHC class I binding data. From a dataset of Peptide-MHC class I binding affinity with 185,985 pairs from IEDB/IMGT. (1) The peptide sequence is VAGGTSSVY. The MHC is HLA-B08:02 with pseudo-sequence HLA-B08:02. The binding affinity (normalized) is 0.0847. (2) The peptide sequence is IFFTTSLFLH. The MHC is HLA-A03:01 with pseudo-sequence HLA-A03:01. The binding affinity (normalized) is 0.359. (3) The peptide sequence is PLTFGWCYKL. The MHC is HLA-A02:01 with pseudo-sequence HLA-A02:01. The binding affinity (normalized) is 0.125. (4) The peptide sequence is LTAALLLLV. The MHC is HLA-A02:17 with pseudo-sequence HLA-A02:17. The binding affinity (normalized) is 0.0167. (5) The peptide sequence is GNNTGNESR. The MHC is HLA-A68:01 with pseudo-sequence HLA-A68:01. The binding affinity (normalized) is 0.359.